Dataset: Ames mutagenicity test results for genotoxicity prediction. Task: Regression/Classification. Given a drug SMILES string, predict its toxicity properties. Task type varies by dataset: regression for continuous values (e.g., LD50, hERG inhibition percentage) or binary classification for toxic/non-toxic outcomes (e.g., AMES mutagenicity, cardiotoxicity, hepatotoxicity). Dataset: ames. The molecule is CCCCCCC(=O)OCC. The result is 0 (non-mutagenic).